Dataset: Full USPTO retrosynthesis dataset with 1.9M reactions from patents (1976-2016). Task: Predict the reactants needed to synthesize the given product. (1) Given the product [NH2:1][C:2](=[O:38])[C:3](=[O:37])[CH:4]([NH:12][C:13]([C:15]1[C:16]([N:21]2[CH:29]=[C:28]3[C:23]([CH2:24][N:25]([C:30]([O:32][C:33]([CH3:34])([CH3:36])[CH3:35])=[O:31])[CH2:26][CH2:27]3)=[N:22]2)=[N:17][CH:18]=[CH:19][CH:20]=1)=[O:14])[CH2:5][C:6]1[CH:11]=[CH:10][CH:9]=[CH:8][CH:7]=1, predict the reactants needed to synthesize it. The reactants are: [NH2:1][C:2](=[O:38])[CH:3]([OH:37])[CH:4]([NH:12][C:13]([C:15]1[C:16]([N:21]2[CH:29]=[C:28]3[C:23]([CH2:24][N:25]([C:30]([O:32][C:33]([CH3:36])([CH3:35])[CH3:34])=[O:31])[CH2:26][CH2:27]3)=[N:22]2)=[N:17][CH:18]=[CH:19][CH:20]=1)=[O:14])[CH2:5][C:6]1[CH:11]=[CH:10][CH:9]=[CH:8][CH:7]=1. (2) Given the product [CH2:1]([C:3]1[CH:8]=[CH:7][C:6]([NH:9][S:10]([C:13]2[CH:14]=[CH:15][CH:16]=[CH:17][CH:18]=2)(=[O:12])=[O:11])=[CH:5][C:4]=1[NH:19][C:20]([CH2:22][C:23]1[CH:24]=[CH:25][C:26]([C:27]([NH2:39])=[NH:28])=[CH:29][CH:30]=1)=[O:21])[CH3:2], predict the reactants needed to synthesize it. The reactants are: [CH2:1]([C:3]1[CH:8]=[CH:7][C:6]([NH:9][S:10]([C:13]2[CH:18]=[CH:17][CH:16]=[CH:15][CH:14]=2)(=[O:12])=[O:11])=[CH:5][C:4]=1[NH:19][C:20]([CH2:22][C:23]1[CH:30]=[CH:29][C:26]([C:27]#[N:28])=[CH:25][CH:24]=1)=[O:21])[CH3:2].C(O)C.Cl.C(=O)([O-])[O-].[NH4+:39].[NH4+]. (3) Given the product [F:33][C:30]([F:31])([F:32])[C:26]1[CH:25]=[C:24]([N:21]2[CH2:20][CH2:19][N:18]([CH2:17][CH2:16][N:3]3[C:11]4[CH2:10][CH2:9][CH2:8][C:7](=[O:12])[C:6]=4[CH:5]=[CH:4]3)[CH2:23][CH2:22]2)[CH:29]=[CH:28][CH:27]=1, predict the reactants needed to synthesize it. The reactants are: [H-].[Na+].[NH:3]1[C:11]2[CH2:10][CH2:9][CH2:8][C:7](=[O:12])[C:6]=2[CH:5]=[CH:4]1.[H][H].Cl[CH2:16][CH2:17][N:18]1[CH2:23][CH2:22][N:21]([C:24]2[CH:29]=[CH:28][CH:27]=[C:26]([C:30]([F:33])([F:32])[F:31])[CH:25]=2)[CH2:20][CH2:19]1.Cl. (4) Given the product [CH2:36]([O:38][C:26]([C:2]1[N:7]=[C:6]2[CH:8]=[C:9]([CH3:11])[NH:10][C:5]2=[C:4]([NH:12][CH2:13][C:14]2[C:19]([CH3:20])=[CH:18][CH:17]=[CH:16][C:15]=2[CH2:21][CH3:22])[CH:3]=1)=[O:27])[CH3:37], predict the reactants needed to synthesize it. The reactants are: Cl[C:2]1[N:7]=[C:6]2[CH:8]=[C:9]([CH3:11])[NH:10][C:5]2=[C:4]([NH:12][CH2:13][C:14]2[C:19]([CH3:20])=[CH:18][CH:17]=[CH:16][C:15]=2[CH2:21][CH3:22])[CH:3]=1.CN([CH:26]=[O:27])C.C(=O)([O-])[O-].[K+].[K+].[C]=O.[CH2:36]([OH:38])[CH3:37]. (5) Given the product [CH:1]([N:4]1[CH2:9][CH2:8][CH:7]([O:10][C:11]2[CH:19]=[CH:18][C:17]3[N:16]4[C@H:20]([CH3:25])[CH2:21][N:22]([CH2:29][C:30]5[C:31]([C:36]6[CH:41]=[CH:40][CH:39]=[CH:38][CH:37]=6)=[N:32][O:33][C:34]=5[CH3:35])[C:23](=[O:24])[C:15]4=[CH:14][C:13]=3[CH:12]=2)[CH2:6][CH2:5]1)([CH3:3])[CH3:2], predict the reactants needed to synthesize it. The reactants are: [CH:1]([N:4]1[CH2:9][CH2:8][CH:7]([O:10][C:11]2[CH:19]=[CH:18][C:17]3[N:16]4[C@H:20]([CH3:25])[CH2:21][NH:22][C:23](=[O:24])[C:15]4=[CH:14][C:13]=3[CH:12]=2)[CH2:6][CH2:5]1)([CH3:3])[CH3:2].[H-].[Na+].Br[CH2:29][C:30]1[C:31]([C:36]2[CH:41]=[CH:40][CH:39]=[CH:38][CH:37]=2)=[N:32][O:33][C:34]=1[CH3:35]. (6) Given the product [CH2:15]([C@@H:17]1[CH2:22][CH2:21][C@H:20]([O:23][C:24]2[CH:25]=[C:26]3[C:31](=[CH:32][CH:33]=2)[CH:30]=[C:29]([CH2:34][N:14]2[CH:12]4[CH2:11][CH2:10][CH2:9][CH:8]2[CH2:7][CH:6]([C:4]([OH:3])=[O:5])[CH2:13]4)[CH:28]=[CH:27]3)[CH2:19][CH2:18]1)[CH3:16], predict the reactants needed to synthesize it. The reactants are: Cl.C[O:3][C:4]([CH:6]1[CH2:13][CH:12]2[NH:14][CH:8]([CH2:9][CH2:10][CH2:11]2)[CH2:7]1)=[O:5].[CH2:15]([C@@H:17]1[CH2:22][CH2:21][C@H:20]([O:23][C:24]2[CH:25]=[C:26]3[C:31](=[CH:32][CH:33]=2)[CH:30]=[C:29]([CH:34]=O)[CH:28]=[CH:27]3)[CH2:19][CH2:18]1)[CH3:16].C(O[BH-](OC(=O)C)OC(=O)C)(=O)C.[Na+].[OH-].[Na+].O.Cl. (7) Given the product [CH3:14][CH:13]([CH3:15])[CH2:12][C@H:11]([NH:16][C:50]([C:42]1[O:41][C:45]2[CH:46]=[CH:47][CH:48]=[CH:49][C:44]=2[CH:43]=1)=[O:51])[C:10](=[O:17])[NH:9][CH:8]1[CH2:7][CH2:6][CH2:5][N:4]([S:18]([C:21]2[CH:26]=[CH:25][CH:24]=[CH:23][N:22]=2)(=[O:20])=[O:19])[CH2:3][C:2]1=[O:1], predict the reactants needed to synthesize it. The reactants are: [OH:1][CH:2]1[CH:8]([NH:9][C:10](=[O:17])[C@@H:11]([NH2:16])[CH2:12][CH:13]([CH3:15])[CH3:14])[CH2:7][CH2:6][CH2:5][N:4]([S:18]([C:21]2[CH:26]=[CH:25][CH:24]=[CH:23][N:22]=2)(=[O:20])=[O:19])[CH2:3]1.C1C=CC2N(O)N=NC=2C=1.C(Cl)CCl.[O:41]1[C:45]2[CH:46]=[CH:47][CH:48]=[CH:49][C:44]=2[CH:43]=[C:42]1[C:50](O)=[O:51].